From a dataset of Catalyst prediction with 721,799 reactions and 888 catalyst types from USPTO. Predict which catalyst facilitates the given reaction. Reactant: CC[C@@H]1[C@@H]2C[C@H]([C@@H](OC3C4C(=CC=CC=4)C(O[C@@H](C4C=CN=C5C=4C=C(OC)C=C5)[C@@H]4N5C[C@H](CC)[C@@H](CC5)C4)=NN=3)C3C=CN=C4C=3C=C([O:22]C)C=C4)N(CC2)C1.[N+:59]([C:62]1[CH:76]=[CH:75][C:65]([C:66]([O:68][CH2:69][CH2:70][CH2:71]CC=C)=[O:67])=[CH:64][CH:63]=1)([O-:61])=[O:60].[C:77]([OH:81])(C)([CH3:79])[CH3:78].O. Product: [N+:59]([C:62]1[CH:76]=[CH:75][C:65]([C:66]([O:68][CH2:69][CH2:70][CH2:71][CH2:78][C@@H:77]([OH:81])[CH2:79][OH:22])=[O:67])=[CH:64][CH:63]=1)([O-:61])=[O:60]. The catalyst class is: 425.